This data is from Peptide-MHC class II binding affinity with 134,281 pairs from IEDB. The task is: Regression. Given a peptide amino acid sequence and an MHC pseudo amino acid sequence, predict their binding affinity value. This is MHC class II binding data. (1) The peptide sequence is AAATAGTTCYGAFAA. The MHC is HLA-DQA10401-DQB10402 with pseudo-sequence HLA-DQA10401-DQB10402. The binding affinity (normalized) is 0.375. (2) The binding affinity (normalized) is 0.216. The peptide sequence is TLLRAVESYLLAHSD. The MHC is HLA-DQA10501-DQB10201 with pseudo-sequence HLA-DQA10501-DQB10201. (3) The binding affinity (normalized) is 0.619. The peptide sequence is VYGIFYATSFLDLYR. The MHC is HLA-DQA10101-DQB10501 with pseudo-sequence HLA-DQA10101-DQB10501. (4) The peptide sequence is GAATVAAGAATTAAG. The MHC is DRB1_1501 with pseudo-sequence DRB1_1501. The binding affinity (normalized) is 0. (5) The peptide sequence is MSKGGMRNVFDEVIP. The MHC is DRB1_1101 with pseudo-sequence DRB1_1101. The binding affinity (normalized) is 0.231.